This data is from Full USPTO retrosynthesis dataset with 1.9M reactions from patents (1976-2016). The task is: Predict the reactants needed to synthesize the given product. Given the product [NH2:13][C:12]1[C:11]([F:17])=[CH:10][C:9]([O:8][C:6]2[CH:5]=[CH:4][N:3]=[C:2]([NH:23][C:21]([CH:18]3[CH2:20][CH2:19]3)=[O:22])[CH:7]=2)=[C:15]([F:16])[CH:14]=1, predict the reactants needed to synthesize it. The reactants are: Cl[C:2]1[CH:7]=[C:6]([O:8][C:9]2[C:15]([F:16])=[CH:14][C:12]([NH2:13])=[C:11]([F:17])[CH:10]=2)[CH:5]=[CH:4][N:3]=1.[CH:18]1([C:21]([NH2:23])=[O:22])[CH2:20][CH2:19]1.CC1(C)C2C(=C(P(C3C=CC=CC=3)C3C=CC=CC=3)C=CC=2)OC2C(P(C3C=CC=CC=3)C3C=CC=CC=3)=CC=CC1=2.C([O-])([O-])=O.[Cs+].[Cs+].